This data is from Forward reaction prediction with 1.9M reactions from USPTO patents (1976-2016). The task is: Predict the product of the given reaction. (1) Given the reactants [C:1]([O:5][C:6]([N:8]1[CH2:12][C@@H:11]([NH:13][S:14]([C:17]2[CH:22]=[CH:21][C:20]([C:23]#[N:24])=[CH:19][CH:18]=2)(=[O:16])=[O:15])[CH2:10][C@H:9]1[C:25]([N:27]1[CH2:31][CH2:30][S:29][CH2:28]1)=[O:26])=[O:7])([CH3:4])([CH3:3])[CH3:2].Cl.C(C1C=CC(S(N[C@@H]2CN[C@H](C(N3CCSC3)=O)C2)(=O)=O)=CC=1)#N.C(=O)([O-])[O-].[K+].[K+].[C:63]([C:65]1[CH:72]=[CH:71][C:68]([CH2:69]Br)=[CH:67][CH:66]=1)#[N:64].C(O)(=O)CC(CC(O)=O)(C(O)=O)O, predict the reaction product. The product is: [C:1]([O:5][C:6]([N:8]1[CH2:12][C@@H:11]([N:13]([CH2:69][C:68]2[CH:71]=[CH:72][C:65]([C:63]#[N:64])=[CH:66][CH:67]=2)[S:14]([C:17]2[CH:18]=[CH:19][C:20]([C:23]#[N:24])=[CH:21][CH:22]=2)(=[O:15])=[O:16])[CH2:10][C@H:9]1[C:25]([N:27]1[CH2:31][CH2:30][S:29][CH2:28]1)=[O:26])=[O:7])([CH3:4])([CH3:2])[CH3:3]. (2) Given the reactants [N+:1]([C:4]1[CH:24]=[CH:23][C:7]2[N:8]([CH2:12][C:13]3[CH:22]=[CH:21][C:16]([C:17]([O:19][CH3:20])=[O:18])=[CH:15][CH:14]=3)[CH2:9][CH2:10][O:11][C:6]=2[CH:5]=1)([O-])=O.CN(C=O)C, predict the reaction product. The product is: [NH2:1][C:4]1[CH:24]=[CH:23][C:7]2[N:8]([CH2:12][C:13]3[CH:22]=[CH:21][C:16]([C:17]([O:19][CH3:20])=[O:18])=[CH:15][CH:14]=3)[CH2:9][CH2:10][O:11][C:6]=2[CH:5]=1. (3) Given the reactants [C:1]1([C:11]2[CH:16]=[CH:15][CH:14]=[CH:13][CH:12]=2)[C:2]([C:7]([NH:9][NH2:10])=[O:8])=[CH:3][CH:4]=[CH:5][CH:6]=1.[CH2:17](OC(OCC)OCC)C, predict the reaction product. The product is: [C:1]1([C:11]2[CH:16]=[CH:15][CH:14]=[CH:13][CH:12]=2)[CH:6]=[CH:5][CH:4]=[CH:3][C:2]=1[C:7]1[O:8][CH:17]=[N:10][N:9]=1. (4) Given the reactants [I:1][C:2]1[CH:3]=[C:4]([CH:8]=[CH:9][CH:10]=1)[C:5]([OH:7])=[O:6].Br[CH2:12][C:13]1[CH:18]=[CH:17][CH:16]=[CH:15][CH:14]=1.C(=O)([O-])[O-].[K+].[K+], predict the reaction product. The product is: [I:1][C:2]1[CH:3]=[C:4]([CH:8]=[CH:9][CH:10]=1)[C:5]([O:7][CH2:12][C:13]1[CH:18]=[CH:17][CH:16]=[CH:15][CH:14]=1)=[O:6]. (5) Given the reactants [Cl-].[CH3:2][O:3][CH2:4][P+](C1C=CC=CC=1)(C1C=CC=CC=1)C1C=CC=CC=1.[CH3:24]C(C)([O-])C.[K+].[CH3:30][O:31][CH2:32][O:33][C:34]1[CH:35]=[C:36]([C:40]2[N:41]=[C:42]([N:52]3[CH2:57][CH2:56][O:55][CH2:54][CH2:53]3)[C:43]3[N:49]=[CH:48][C:47](C=O)=[CH:46][C:44]=3[N:45]=2)[CH:37]=[CH:38][CH:39]=1.O, predict the reaction product. The product is: [CH3:2][O:3][CH:4]=[CH:24][C:47]1[CH:48]=[N:49][C:43]2[C:42]([N:52]3[CH2:53][CH2:54][O:55][CH2:56][CH2:57]3)=[N:41][C:40]([C:36]3[CH:37]=[CH:38][CH:39]=[C:34]([O:33][CH2:32][O:31][CH3:30])[CH:35]=3)=[N:45][C:44]=2[CH:46]=1. (6) Given the reactants [CH3:1][C:2]1[CH:3]=[C:4]([CH:8]=[CH:9][C:10]=1[C:11]([N:13]1[CH2:17][CH2:16][CH2:15][CH2:14]1)=[O:12])[C:5]([OH:7])=O.CN(C(ON1N=NC2C=CC=CC1=2)=[N+](C)C)C.[B-](F)(F)(F)F.C(N(C(C)C)CC)(C)C.[N+:49]([C:52]1[CH:63]=[CH:62][C:55]2[NH:56][C:57]([C@@H:59]([NH2:61])[CH3:60])=[N:58][C:54]=2[CH:53]=1)([O-:51])=[O:50], predict the reaction product. The product is: [CH3:1][C:2]1[CH:3]=[C:4]([CH:8]=[CH:9][C:10]=1[C:11]([N:13]1[CH2:17][CH2:16][CH2:15][CH2:14]1)=[O:12])[C:5]([NH:61][C@H:59]([C:57]1[NH:56][C:55]2[CH:62]=[CH:63][C:52]([N+:49]([O-:51])=[O:50])=[CH:53][C:54]=2[N:58]=1)[CH3:60])=[O:7]. (7) Given the reactants [CH3:1][O:2][C:3]1[C:4]([O:6][C:7](=[O:9])[CH:8]=1)=O.[NH2:10][C:11]1[CH:12]=[C:13]([NH:25][C:26](=[O:32])[O:27][C:28]([CH3:31])([CH3:30])[CH3:29])[CH:14]=[C:15]([N:17]2[C:21](=[O:22])[CH:20]=[C:19]([CH3:23])[C:18]2=[O:24])[CH:16]=1.C(N)(=O)/C=C\C(N)=O.C[Si](N[Si](C)(C)C)(C)C, predict the reaction product. The product is: [CH3:1][O:2][C:3]1[C:4](=[O:6])[N:10]([C:11]2[CH:12]=[C:13]([NH:25][C:26](=[O:32])[O:27][C:28]([CH3:31])([CH3:30])[CH3:29])[CH:14]=[C:15]([N:17]3[C:21](=[O:22])[CH:20]=[C:19]([CH3:23])[C:18]3=[O:24])[CH:16]=2)[C:7](=[O:9])[CH:8]=1. (8) Given the reactants N.CCO.[CH2:5]([O:7][C:8](=[O:22])/[CH:9]=[C:10](/[N:17]1CCCC1)\[CH2:11][C@H:12]([CH3:16])/[CH:13]=[CH:14]/[CH3:15])[CH3:6], predict the reaction product. The product is: [CH2:5]([O:7][C:8](=[O:22])/[CH:9]=[C:10](\[NH2:17])/[CH2:11][C@H:12]([CH3:16])/[CH:13]=[CH:14]/[CH3:15])[CH3:6]. (9) Given the reactants CON(C)[C:4]([CH:6]1[CH2:8][CH:7]1[C:9]1[CH:14]=[C:13]([F:15])[CH:12]=[CH:11][C:10]=1[F:16])=[O:5].[OH2:18].[OH-].[Na+], predict the reaction product. The product is: [F:16][C:10]1[CH:11]=[CH:12][C:13]([F:15])=[CH:14][C:9]=1[CH:7]1[CH2:8][CH:6]1[C:4]([OH:18])=[O:5]. (10) Given the reactants ClC1C=C(C=CC=1)C(OO)=[O:6].[C:12]12([CH2:22][NH:23][C:24]([C:26]3[C:27]4[CH:28]=[C:29](Cl)[C:30]([CH3:36])=[N:31][C:32]=4[CH:33]=[CH:34]C=3)=[O:25])[CH2:21][CH:16]3[CH2:17][CH:18]([CH2:20][CH:14]([CH2:15]3)[CH2:13]1)[CH2:19]2.Cl[CH2:39][Cl:40], predict the reaction product. The product is: [C:12]12([CH2:22][NH:23][C:24]([C:26]3[C:27]4[CH:28]=[CH:29][C:30]([CH2:36][OH:6])=[N:31][C:32]=4[CH:33]=[CH:34][C:39]=3[Cl:40])=[O:25])[CH2:19][CH:18]3[CH2:20][CH:14]([CH2:15][CH:16]([CH2:17]3)[CH2:21]1)[CH2:13]2.